Predict the reaction yield, written as a fraction of the theoretical maximum amount of product (1.0 means a 100% yield; for example, 0.34 means a 34% yield). From a dataset of Reaction yield outcomes from USPTO patents with 853,638 reactions. (1) The reactants are Cl[C:2]1[N:6]([CH2:7][C:8]2[CH:13]=[CH:12][C:11]([O:14][CH3:15])=[CH:10][CH:9]=2)[N:5]=[C:4]([S:16]([CH3:19])(=[O:18])=[O:17])[N:3]=1.[Br:20][C:21]1[C:27]([Cl:28])=[CH:26][C:24]([NH2:25])=[CH:23][C:22]=1[Cl:29].CC([O-])(C)C.[Na+]. The catalyst is CN(C=O)C. The product is [Br:20][C:21]1[C:27]([Cl:28])=[CH:26][C:24]([NH:25][C:2]2[N:6]([CH2:7][C:8]3[CH:13]=[CH:12][C:11]([O:14][CH3:15])=[CH:10][CH:9]=3)[N:5]=[C:4]([S:16]([CH3:19])(=[O:18])=[O:17])[N:3]=2)=[CH:23][C:22]=1[Cl:29]. The yield is 0.540. (2) The reactants are [Cl:1][C:2]1[C:3]2[C:10]([I:11])=[CH:9][N:8]([CH:12]3[CH2:17][CH2:16][NH:15][CH2:14][CH2:13]3)[C:4]=2[N:5]=[CH:6][N:7]=1.[CH3:18][N:19]1[CH2:24][CH2:23][C:22](=O)[CH2:21][CH2:20]1.C(O)(=O)C.C(O[BH-](OC(=O)C)OC(=O)C)(=O)C.[Na+].C(=O)(O)[O-].[Na+]. The catalyst is ClC(Cl)C.O. The product is [Cl:1][C:2]1[C:3]2[C:10]([I:11])=[CH:9][N:8]([CH:12]3[CH2:17][CH2:16][N:15]([CH:22]4[CH2:23][CH2:24][N:19]([CH3:18])[CH2:20][CH2:21]4)[CH2:14][CH2:13]3)[C:4]=2[N:5]=[CH:6][N:7]=1. The yield is 0.610.